Predict the reaction yield, written as a fraction of the theoretical maximum amount of product (1.0 means a 100% yield; for example, 0.34 means a 34% yield). From a dataset of Reaction yield outcomes from USPTO patents with 853,638 reactions. (1) The reactants are C(OC([NH:8][C:9]1[CH:14]=[CH:13][C:12]([C:15]([CH3:18])([CH3:17])[CH3:16])=[C:11]([NH:19][C:20]([C:22]2[C:31](=[O:32])[C:30]3[C:25](=[CH:26][CH:27]=[CH:28][CH:29]=3)[NH:24][CH:23]=2)=[O:21])[CH:10]=1)=O)(C)(C)C.C(O)(C(F)(F)F)=O. The catalyst is C(Cl)Cl. The product is [NH2:8][C:9]1[CH:14]=[CH:13][C:12]([C:15]([CH3:18])([CH3:17])[CH3:16])=[C:11]([NH:19][C:20]([C:22]2[C:31](=[O:32])[C:30]3[C:25](=[CH:26][CH:27]=[CH:28][CH:29]=3)[NH:24][CH:23]=2)=[O:21])[CH:10]=1. The yield is 0.560. (2) The reactants are [Cl:1][C:2]1[CH:3]=[C:4]([CH:9]([C:24]([F:27])([F:26])[F:25])/[CH:10]=[CH:11]/[C:12]2[CH:22]=[CH:21][C:15]([C:16]([O:18]CC)=[O:17])=[C:14]([CH3:23])[CH:13]=2)[CH:5]=[C:6]([Cl:8])[CH:7]=1.Cl. The catalyst is O1CCOCC1. The product is [Cl:1][C:2]1[CH:3]=[C:4]([CH:9]([C:24]([F:27])([F:25])[F:26])/[CH:10]=[CH:11]/[C:12]2[CH:22]=[CH:21][C:15]([C:16]([OH:18])=[O:17])=[C:14]([CH3:23])[CH:13]=2)[CH:5]=[C:6]([Cl:8])[CH:7]=1. The yield is 0.500. (3) The reactants are C[O:2][C:3]1[CH:4]=[C:5]2[C:10](=[CH:11][CH:12]=1)[N:9]=[CH:8][C:7]([C:13]([OH:15])=[O:14])=[CH:6]2.Br. The catalyst is C(O)(=O)C. The product is [OH:2][C:3]1[CH:4]=[C:5]2[C:10](=[CH:11][CH:12]=1)[N:9]=[CH:8][C:7]([C:13]([OH:15])=[O:14])=[CH:6]2. The yield is 0.910. (4) The reactants are [C:1](=[O:16])([O:14][CH3:15])[O:2][C:3]1[CH:8]=[CH:7][C:6]([F:9])=[CH:5][C:4]=1[C:10]([CH3:13])([CH3:12])[CH3:11].[N+:17]([O-:20])([OH:19])=[O:18]. The catalyst is OS(O)(=O)=O. The product is [C:1](=[O:16])([O:14][CH3:15])[O:2][C:3]1[CH:8]=[C:7]([N+:17]([O-:19])=[O:18])[C:6]([F:9])=[CH:5][C:4]=1[C:10]([CH3:11])([CH3:12])[CH3:13].[C:1](=[O:16])([O:14][CH3:15])[O:2][C:3]1[C:8]([N+:17]([O-:20])=[O:18])=[CH:7][C:6]([F:9])=[CH:5][C:4]=1[C:10]([CH3:11])([CH3:12])[CH3:13]. The yield is 0.550. (5) The reactants are [C:1](OCC)(OCC)([O:3][CH2:4][CH3:5])[CH3:2].[C:12](#[N:16])[CH2:13][C:14]#[N:15].C(O)(=O)C. The product is [CH2:1]([O:3][C:4](=[C:13]([C:12]#[N:16])[C:14]#[N:15])[CH3:5])[CH3:2]. The catalyst is C(O)C. The yield is 0.940. (6) The product is [C:42]([O:1][CH:2]([C:7]1[N:12]([CH3:13])[C:11](=[O:14])[C:10]2[N:15]([CH2:18][C:19]3[CH:20]=[CH:21][C:22]([O:25][CH3:26])=[CH:23][CH:24]=3)[CH:16]=[CH:17][C:9]=2[C:8]=1[C:27]1[C:28]([CH3:37])=[C:29]2[C:34](=[CH:35][CH:36]=1)[O:33][CH2:32][CH2:31][CH2:30]2)[C:3]([O:5][CH3:6])=[O:4])([CH3:45])([CH3:44])[CH3:43]. No catalyst specified. The reactants are [OH:1][CH:2]([C:7]1[N:12]([CH3:13])[C:11](=[O:14])[C:10]2[N:15]([CH2:18][C:19]3[CH:24]=[CH:23][C:22]([O:25][CH3:26])=[CH:21][CH:20]=3)[CH:16]=[CH:17][C:9]=2[C:8]=1[C:27]1[C:28]([CH3:37])=[C:29]2[C:34](=[CH:35][CH:36]=1)[O:33][CH2:32][CH2:31][CH2:30]2)[C:3]([O:5][CH3:6])=[O:4].C(O[C:42]([CH3:45])([CH3:44])[CH3:43])(=O)C.Cl(O)(=O)(=O)=O. The yield is 0.607.